This data is from Full USPTO retrosynthesis dataset with 1.9M reactions from patents (1976-2016). The task is: Predict the reactants needed to synthesize the given product. (1) Given the product [CH2:28]([N:11]([CH2:12][C:13]1[S:17][C:16]([C:18]2[CH:23]=[CH:22][CH:21]=[C:20]([S:24]([CH3:27])(=[O:25])=[O:26])[CH:19]=2)=[N:15][CH:14]=1)[S:8]([C:3]1[CH:4]=[CH:5][CH:6]=[CH:7][C:2]=1[Cl:1])(=[O:10])=[O:9])[C:29]1[CH:34]=[CH:33][CH:32]=[CH:31][CH:30]=1, predict the reactants needed to synthesize it. The reactants are: [Cl:1][C:2]1[CH:7]=[CH:6][CH:5]=[CH:4][C:3]=1[S:8]([NH:11][CH2:12][C:13]1[S:17][C:16]([C:18]2[CH:23]=[CH:22][CH:21]=[C:20]([S:24]([CH3:27])(=[O:26])=[O:25])[CH:19]=2)=[N:15][CH:14]=1)(=[O:10])=[O:9].[CH2:28](Br)[C:29]1[CH:34]=[CH:33][CH:32]=[CH:31][CH:30]=1.C(=O)([O-])[O-].[Cs+].[Cs+]. (2) Given the product [CH3:1][O:2][C:3]([C:5]1[S:6][C:7]([C:10]2[N:18]([C:19]3[CH:24]=[CH:23][C:22]([O:25][CH3:26])=[CH:21][CH:20]=3)[C:13]3[CH:14]=[CH:15][CH:16]=[CH:17][C:12]=3[N:11]=2)=[CH:8][CH:9]=1)=[O:4], predict the reactants needed to synthesize it. The reactants are: [CH3:1][O:2][C:3]([C:5]1[S:6][C:7]([C:10](=O)[NH:11][C:12]2[CH:17]=[CH:16][CH:15]=[CH:14][C:13]=2[NH:18][C:19]2[CH:24]=[CH:23][C:22]([O:25][CH3:26])=[CH:21][CH:20]=2)=[CH:8][CH:9]=1)=[O:4].C(O)(=O)C. (3) Given the product [Br:30][C:26]1[CH:27]=[CH:28][C:29]2[N:17]([C:14]3[CH:13]=[CH:12][C:11]([C:1]4[C:10]5[C:5](=[CH:6][CH:7]=[CH:8][CH:9]=5)[CH:4]=[CH:3][CH:2]=4)=[CH:16][CH:15]=3)[C:18]3[C:23]([C:24]=2[CH:25]=1)=[CH:22][CH:21]=[CH:20][CH:19]=3, predict the reactants needed to synthesize it. The reactants are: [C:1]1([C:11]2[CH:16]=[CH:15][C:14]([N:17]3[C:29]4[CH:28]=[CH:27][CH:26]=[CH:25][C:24]=4[C:23]4[C:18]3=[CH:19][CH:20]=[CH:21][CH:22]=4)=[CH:13][CH:12]=2)[C:10]2[C:5](=[CH:6][CH:7]=[CH:8][CH:9]=2)[CH:4]=[CH:3][CH:2]=1.[Br:30]N1C(=O)CCC1=O.